This data is from Catalyst prediction with 721,799 reactions and 888 catalyst types from USPTO. The task is: Predict which catalyst facilitates the given reaction. (1) Reactant: [NH2:1][C:2]1[CH:7]=[CH:6][NH:5][C:4](=[O:8])[N:3]=1.[H-].[Na+].Br[CH2:12][CH2:13][CH2:14][CH2:15][CH2:16][N:17]1[C:26]2[C:21]([C:22](=[O:28])[NH:23][C:24](=[O:27])[N:25]=2)=[N:20][C:19]2[CH:29]=[C:30]([CH3:34])[C:31]([CH3:33])=[CH:32][C:18]1=2. Product: [NH2:1][C:2]1[CH:7]=[CH:6][N:5]([CH2:12][CH2:13][CH2:14][CH2:15][CH2:16][N:17]2[C:26]3[C:21]([C:22](=[O:28])[NH:23][C:24](=[O:27])[N:25]=3)=[N:20][C:19]3[CH:29]=[C:30]([CH3:34])[C:31]([CH3:33])=[CH:32][C:18]2=3)[C:4](=[O:8])[N:3]=1. The catalyst class is: 3. (2) Reactant: [Cl:1][C:2]1[CH:7]=[CH:6][C:5]([C:8](=[NH:20])[NH:9][C:10]2[CH:15]=[CH:14][C:13]([S:16]([CH3:19])(=[O:18])=[O:17])=[CH:12][CH:11]=2)=[CH:4][CH:3]=1.C(=O)(O)[O-].[Na+].Br[CH2:27][C:28](=[O:33])[C:29]([F:32])([F:31])[F:30]. Product: [Cl:1][C:2]1[CH:3]=[CH:4][C:5]([C:8]2[N:9]([C:10]3[CH:15]=[CH:14][C:13]([S:16]([CH3:19])(=[O:17])=[O:18])=[CH:12][CH:11]=3)[CH2:27][C:28]([OH:33])([C:29]([F:32])([F:31])[F:30])[N:20]=2)=[CH:6][CH:7]=1. The catalyst class is: 32. (3) Reactant: [CH3:1][C:2]([C:6]1[NH:7][C:8]2[C:13]([C:14]=1[CH2:15][CH2:16][NH2:17])=[CH:12][CH:11]=[CH:10][CH:9]=2)([CH3:5])[CH:3]=[CH2:4].CCN(CC)CC.[CH2:25]([O:32][C:33](Cl)=[O:34])[C:26]1[CH:31]=[CH:30][CH:29]=[CH:28][CH:27]=1. Product: [C:26]1([CH2:25][O:32][C:33](=[O:34])[NH:17][CH2:16][CH2:15][C:14]2[C:13]3[C:8](=[CH:9][CH:10]=[CH:11][CH:12]=3)[NH:7][C:6]=2[C:2]([CH3:1])([CH3:5])[CH:3]=[CH2:4])[CH:31]=[CH:30][CH:29]=[CH:28][CH:27]=1. The catalyst class is: 2. (4) Reactant: [O:1]1[CH:6]=[CH:5][CH2:4][CH2:3][C:2]1=[O:7].[CH2:8](O)[C:9]#[C:10][CH2:11][OH:12].CC1C=CC(S(O)(=O)=O)=CC=1.C(=O)(O)[O-].[Na+].C(=O)([O-])[O-].[K+].[K+]. Product: [O:1]1[CH2:6][CH2:5][CH2:4][CH2:3][CH:2]1[O:7][CH2:8][C:9]#[C:10][CH2:11][OH:12]. The catalyst class is: 46. (5) Reactant: [F:1][C:2]([F:21])([F:20])[C:3](=O)[CH2:4][C:5]([C:7]1[CH:17]=[CH:16][C:10]2[O:11][CH2:12][C:13](=[O:15])[NH:14][C:9]=2[C:8]=1[CH3:18])=O.[F:22][C:23]1[CH:28]=[CH:27][C:26]([NH:29][NH2:30])=[C:25]([CH3:31])[CH:24]=1. Product: [F:22][C:23]1[CH:28]=[CH:27][C:26]([N:29]2[C:5]([C:7]3[CH:17]=[CH:16][C:10]4[O:11][CH2:12][C:13](=[O:15])[NH:14][C:9]=4[C:8]=3[CH3:18])=[CH:4][C:3]([C:2]([F:21])([F:20])[F:1])=[N:30]2)=[C:25]([CH3:31])[CH:24]=1. The catalyst class is: 66. (6) Reactant: [CH2:1]([O:8][C:9]1[CH:14]=[C:13]([N:15]([CH2:20][CH2:21][CH2:22][CH3:23])[CH2:16][CH2:17][CH2:18][CH3:19])[CH:12]=[CH:11][C:10]=1[CH:24]=[CH:25][C:26]1[S:30][C:29]([CH:31]=O)=[CH:28][CH:27]=1)[C:2]1[CH:7]=[CH:6][CH:5]=[CH:4][CH:3]=1.[C:33]([C:35]1[C:36](=[C:43]([C:46]#[N:47])[C:44]#[N:45])[O:37][C:38]([CH3:42])([CH3:41])[C:39]=1[CH3:40])#[N:34].C([O-])(=O)C.[NH4+]. Product: [CH2:1]([O:8][C:9]1[CH:14]=[C:13]([N:15]([CH2:20][CH2:21][CH2:22][CH3:23])[CH2:16][CH2:17][CH2:18][CH3:19])[CH:12]=[CH:11][C:10]=1[CH:24]=[CH:25][C:26]1[S:30][C:29]([CH:31]=[CH:40][C:39]2[C:38]([CH3:41])([CH3:42])[O:37][C:36](=[C:43]([C:44]#[N:45])[C:46]#[N:47])[C:35]=2[C:33]#[N:34])=[CH:28][CH:27]=1)[C:2]1[CH:3]=[CH:4][CH:5]=[CH:6][CH:7]=1. The catalyst class is: 199. (7) Reactant: I[C:2]1[CH:14]=[CH:13][C:5]2[O:6][C:7]3[CH:12]=[CH:11][CH:10]=[CH:9][C:8]=3[C:4]=2[CH:3]=1.[NH2:15][C:16]1[CH:21]=[CH:20][CH:19]=[CH:18][CH:17]=1. Product: [CH:3]1[C:4]2[C:8]3[CH:9]=[CH:10][CH:11]=[CH:12][C:7]=3[O:6][C:5]=2[CH:13]=[CH:14][C:2]=1[NH:15][C:16]1[CH:21]=[CH:20][CH:19]=[CH:18][CH:17]=1. The catalyst class is: 175.